From a dataset of Catalyst prediction with 721,799 reactions and 888 catalyst types from USPTO. Predict which catalyst facilitates the given reaction. (1) Reactant: [NH2:1][C:2]1[C:6]2[C:7](=[O:41])[N:8]([C:34]3[CH:39]=[CH:38][CH:37]=[CH:36][C:35]=3[CH3:40])[CH:9]=[C:10]([C:11]3[CH:16]=[C:15]([N:17]4[CH2:22][CH2:21][N:20]([CH2:23][CH2:24][O:25][Si](C(C)(C)C)(C)C)[CH2:19][CH2:18]4)[N:14]=[C:13]([CH3:33])[N:12]=3)[C:5]=2[NH:4][N:3]=1.O1CCCC1.[F-].C([N+](CCCC)(CCCC)CCCC)CCC.O. Product: [NH2:1][C:2]1[C:6]2[C:7](=[O:41])[N:8]([C:34]3[CH:39]=[CH:38][CH:37]=[CH:36][C:35]=3[CH3:40])[CH:9]=[C:10]([C:11]3[CH:16]=[C:15]([N:17]4[CH2:22][CH2:21][N:20]([CH2:23][CH2:24][OH:25])[CH2:19][CH2:18]4)[N:14]=[C:13]([CH3:33])[N:12]=3)[C:5]=2[NH:4][N:3]=1. The catalyst class is: 7. (2) Reactant: [NH2:1][N:2]1[C:7](=[O:8])[C:6]([C:9]2[NH:14][C:13]3[CH:15]=[CH:16][CH:17]=[CH:18][C:12]=3[S:11](=[O:20])(=[O:19])[N:10]=2)=[C:5]([OH:21])[C:4]2[S:22][CH:23]=[CH:24][C:3]1=2.[CH3:25][C@@H:26]1[CH2:31][CH2:30][CH2:29][C:28](=O)[CH2:27]1. Product: [O:19]=[S:11]1(=[O:20])[C:12]2[CH:18]=[CH:17][CH:16]=[CH:15][C:13]=2[NH:14][C:9]([C:6]2[C:7](=[O:8])[N:2]([N:1]=[C:28]3[CH2:29][CH2:30][CH2:31][C@@H:26]([CH3:25])[CH2:27]3)[C:3]3[CH:24]=[CH:23][S:22][C:4]=3[C:5]=2[OH:21])=[N:10]1. The catalyst class is: 80. (3) Reactant: [CH3:1][O:2][C:3](=[O:16])[C:4]1[C:9]([N+:10]([O-:12])=[O:11])=[CH:8][CH:7]=[C:6]([O:13][CH3:14])[C:5]=1[CH3:15].[Br:17]N1C(=O)CCC1=O. Product: [CH3:1][O:2][C:3](=[O:16])[C:4]1[C:9]([N+:10]([O-:12])=[O:11])=[CH:8][CH:7]=[C:6]([O:13][CH3:14])[C:5]=1[CH2:15][Br:17]. The catalyst class is: 734. (4) Reactant: [CH3:1][C:2]1[CH:3]=[C:4]([OH:9])[CH:5]=[C:6]([CH3:8])[CH:7]=1.[H-].[Na+].Cl[C:13]1[CH:18]=[CH:17][C:16]([N+:19]([O-:21])=[O:20])=[CH:15][C:14]=1[S:22]([N:25]1[CH2:30][CH2:29][N:28]([C:31]([O:33][C:34]([CH3:37])([CH3:36])[CH3:35])=[O:32])[CH2:27][CH2:26]1)(=[O:24])=[O:23]. Product: [CH3:1][C:2]1[CH:3]=[C:4]([CH:5]=[C:6]([CH3:8])[CH:7]=1)[O:9][C:13]1[CH:18]=[CH:17][C:16]([N+:19]([O-:21])=[O:20])=[CH:15][C:14]=1[S:22]([N:25]1[CH2:30][CH2:29][N:28]([C:31]([O:33][C:34]([CH3:37])([CH3:36])[CH3:35])=[O:32])[CH2:27][CH2:26]1)(=[O:24])=[O:23]. The catalyst class is: 3. (5) Reactant: [CH3:1]C([O-])(C)C.[K+].[Br:7][C:8]1[CH:13]=[CH:12][C:11]([C:14]([CH:16]2[CH2:18][CH2:17]2)=[O:15])=[C:10]([Cl:19])[CH:9]=1.O. Product: [Br:7][C:8]1[CH:13]=[CH:12][C:11]([C:14]2([CH:16]3[CH2:18][CH2:17]3)[CH2:1][O:15]2)=[C:10]([Cl:19])[CH:9]=1. The catalyst class is: 16. (6) Product: [F:7][C:8]1[CH:31]=[CH:30][C:11]([CH2:12][N:14]2[CH2:29][CH2:28][N:17]3[C:18]4[N:27]=[CH:26][CH:25]=[CH:24][C:19]=4[NH:20][CH2:21][CH2:22][CH:16]3[CH2:15]2)=[CH:10][CH:9]=1. Reactant: [H-].[H-].[H-].[H-].[Li+].[Al+3].[F:7][C:8]1[CH:31]=[CH:30][C:11]([C:12]([N:14]2[CH2:29][CH2:28][N:17]3[C:18]4[N:27]=[CH:26][CH:25]=[CH:24][C:19]=4[NH:20][C:21](=O)[CH2:22][CH:16]3[CH2:15]2)=O)=[CH:10][CH:9]=1. The catalyst class is: 7.